Dataset: Forward reaction prediction with 1.9M reactions from USPTO patents (1976-2016). Task: Predict the product of the given reaction. (1) Given the reactants FC(F)(F)S(O[C:7]1[CH:16]=[CH:15][C:10]([C:11]([O:13][CH3:14])=[O:12])=[CH:9][C:8]=1[C:17]([O:19][C:20]([CH3:23])([CH3:22])[CH3:21])=[O:18])(=O)=O.C([O-])(=O)C.[K+].[CH3:31][C:32]1([CH3:48])[C:36]([CH3:38])([CH3:37])[O:35][B:34]([B:34]2[O:35][C:36]([CH3:38])([CH3:37])[C:32]([CH3:48])([CH3:31])[O:33]2)[O:33]1, predict the reaction product. The product is: [CH3:31][C:32]1([CH3:48])[C:36]([CH3:38])([CH3:37])[O:35][B:34]([C:7]2[CH:16]=[CH:15][C:10]([C:11]([O:13][CH3:14])=[O:12])=[CH:9][C:8]=2[C:17]([O:19][C:20]([CH3:23])([CH3:22])[CH3:21])=[O:18])[O:33]1. (2) Given the reactants C(O[C:6]([N:8]1[CH2:12][C:11](=[N:13][O:14][CH2:15][C:16]2[CH:21]=[CH:20][C:19]([O:22][CH3:23])=[CH:18][CH:17]=2)[CH2:10][C@H:9]1[C:24]([OH:26])=O)=[O:7])(C)(C)C.[C:27]1([CH:33]([C:37]2[CH:42]=[CH:41][CH:40]=[CH:39][CH:38]=2)C(Cl)=O)[CH:32]=[CH:31][CH:30]=[CH:29][CH:28]=1.[CH2:43]([NH2:50])[C:44]1[CH:49]=[CH:48][CH:47]=[CH:46][CH:45]=1, predict the reaction product. The product is: [CH2:43]([NH:50][C:24]([C@@H:9]1[CH2:10][C:11](=[N:13][O:14][CH2:15][C:16]2[CH:17]=[CH:18][C:19]([O:22][CH3:23])=[CH:20][CH:21]=2)[CH2:12][N:8]1[C:6](=[O:7])[CH:33]([C:27]1[CH:28]=[CH:29][CH:30]=[CH:31][CH:32]=1)[C:37]1[CH:38]=[CH:39][CH:40]=[CH:41][CH:42]=1)=[O:26])[C:44]1[CH:49]=[CH:48][CH:47]=[CH:46][CH:45]=1. (3) Given the reactants [O:1]=[C:2]1[N:6]([C:7]2[CH:17]=[CH:16][C:10]3[CH2:11][NH:12][CH2:13][CH2:14][CH2:15][C:9]=3[CH:8]=2)[CH2:5][CH:4]([CH2:18][NH:19][C:20](=[O:22])[CH3:21])[O:3]1.[CH:23]1([N:26]2[C:35]3[C:30](=[CH:31][C:32]([F:38])=[C:33](F)[C:34]=3[F:36])[C:29](=[O:39])[C:28]([C:40]([OH:42])=[O:41])=[CH:27]2)[CH2:25][CH2:24]1, predict the reaction product. The product is: [C:20]([NH:19][CH2:18][CH:4]1[O:3][C:2](=[O:1])[N:6]([C:7]2[CH:17]=[CH:16][C:10]3[CH2:11][N:12]([C:33]4[C:34]([F:36])=[C:35]5[C:30]([C:29](=[O:39])[C:28]([C:40]([OH:42])=[O:41])=[CH:27][N:26]5[CH:23]5[CH2:25][CH2:24]5)=[CH:31][C:32]=4[F:38])[CH2:13][CH2:14][CH2:15][C:9]=3[CH:8]=2)[CH2:5]1)(=[O:22])[CH3:21]. (4) The product is: [I:1][C:2]1[CH:8]=[CH:7][C:5]([NH:6][CH:15]([CH3:17])[CH3:16])=[CH:4][CH:3]=1. Given the reactants [I:1][C:2]1[CH:8]=[CH:7][C:5]([NH2:6])=[CH:4][CH:3]=1.C([O-])([O-])=O.[Cs+].[Cs+].[CH:15](I)([CH3:17])[CH3:16].O, predict the reaction product.